This data is from Catalyst prediction with 721,799 reactions and 888 catalyst types from USPTO. The task is: Predict which catalyst facilitates the given reaction. (1) The catalyst class is: 3. Reactant: [I:1][C:2]1[CH:10]=[CH:9][CH:8]=[C:7]([O:11][CH3:12])[C:3]=1[C:4](O)=[O:5].C[N:14](C(ON1N=NC2C=CC=NC1=2)=[N+](C)C)C.F[P-](F)(F)(F)(F)F.CCN(C(C)C)C(C)C.N. Product: [I:1][C:2]1[CH:10]=[CH:9][CH:8]=[C:7]([O:11][CH3:12])[C:3]=1[C:4]([NH2:14])=[O:5]. (2) Reactant: [OH:1][C:2]1[CH:10]=[C:9]([N+:11]([O-])=O)[CH:8]=[CH:7][C:3]=1[C:4](Cl)=[O:5].[F:14][C:15]1[CH:21]=[CH:20][CH:19]=[CH:18][C:16]=1[NH2:17].N1C=CC=CC=1. Product: [NH2:11][C:9]1[CH:8]=[CH:7][C:3]([C:4]([NH:17][C:16]2[CH:18]=[CH:19][CH:20]=[CH:21][C:15]=2[F:14])=[O:5])=[C:2]([OH:1])[CH:10]=1. The catalyst class is: 1. (3) Reactant: [F:1][C:2]1([F:34])[CH2:7][S:6][C:5]([NH:8]C(=O)C2C=CC=CC=2)=[N:4][C:3]21[C:25]1[C:20](=[CH:21][CH:22]=[C:23]([C:26]3[CH:27]=[N:28][CH:29]=[N:30][CH:31]=3)[CH:24]=1)[O:19][CH2:18][C:17]12[CH2:33][CH2:32]1.Cl.ONC.N1C=CC=CC=1.O. Product: [F:34][C:2]1([F:1])[CH2:7][S:6][C:5]([NH2:8])=[N:4][C:3]21[C:25]1[C:20](=[CH:21][CH:22]=[C:23]([C:26]3[CH:27]=[N:28][CH:29]=[N:30][CH:31]=3)[CH:24]=1)[O:19][CH2:18][C:17]12[CH2:32][CH2:33]1. The catalyst class is: 823. (4) Reactant: [F:1][C:2]([F:18])([F:17])[C:3]([C:9]1[CH:14]=[CH:13][C:12]([CH:15]=[CH2:16])=[CH:11][CH:10]=1)([OH:8])[C:4]([F:7])([F:6])[F:5].[H-].[Na+].[CH3:21][O:22][CH2:23]Cl. Product: [F:1][C:2]([F:17])([F:18])[C:3]([C:9]1[CH:14]=[CH:13][C:12]([CH:15]=[CH2:16])=[CH:11][CH:10]=1)([O:8][CH2:21][O:22][CH3:23])[C:4]([F:6])([F:5])[F:7]. The catalyst class is: 1. (5) Reactant: [NH2:1][C:2]1[N:7]=[CH:6][N:5]=[C:4]2[N:8]([CH:12]([C:14]3[O:15][C:16]4[C:21]([C:22](=[O:31])[C:23]=3[C:24]3[CH:29]=[CH:28][CH:27]=[C:26]([F:30])[CH:25]=3)=[CH:20][CH:19]=[CH:18][CH:17]=4)[CH3:13])[N:9]=[C:10](I)[C:3]=12.[NH:32]1[C:40]2[C:35](=[CH:36][CH:37]=[C:38](B3OC(C)(C)C(C)(C)O3)[CH:39]=2)[CH:34]=[CH:33]1.C(=O)([O-])[O-].[Na+].[Na+].ClCCl. Product: [NH2:1][C:2]1[N:7]=[CH:6][N:5]=[C:4]2[N:8]([CH:12]([C:14]3[O:15][C:16]4[C:21]([C:22](=[O:31])[C:23]=3[C:24]3[CH:29]=[CH:28][CH:27]=[C:26]([F:30])[CH:25]=3)=[CH:20][CH:19]=[CH:18][CH:17]=4)[CH3:13])[N:9]=[C:10]([C:38]3[CH:39]=[C:40]4[C:35]([CH:34]=[CH:33][NH:32]4)=[CH:36][CH:37]=3)[C:3]=12. The catalyst class is: 615.